Dataset: Full USPTO retrosynthesis dataset with 1.9M reactions from patents (1976-2016). Task: Predict the reactants needed to synthesize the given product. (1) Given the product [C:18]([OH:27])(=[O:19])[C:17]1[CH:20]=[CH:21][CH:22]=[CH:23][CH:16]=1.[C:1]([C:4]1[CH:9]=[CH:8][CH:7]=[CH:6][CH:5]=1)(=[O:12])[CH3:2].[C:4]1([C:1]([OH:12])([CH3:3])[CH3:2])[CH:9]=[CH:8][CH:7]=[CH:6][CH:5]=1, predict the reactants needed to synthesize it. The reactants are: [CH:1]([C:4]1[CH:9]=[CH:8][CH:7]=[CH:6][CH:5]=1)([CH3:3])[CH3:2].C(ON1[C:18](=[O:19])[C:17]2=[CH:20][CH:21]=[CH:22][CH:23]=[C:16]2C1=O)(=[O:12])C.C(O)(=[O:27])C. (2) Given the product [C:1]([O:5][C:6]([C@@H:8]([C@@H:12]([C:16]1[CH:17]=[CH:18][C:19]([C:22]([F:23])([F:24])[F:25])=[CH:20][CH:21]=1)/[CH:13]=[CH:14]/[CH3:15])[C:9]([O:11][CH3:29])=[O:10])=[O:7])([CH3:2])([CH3:3])[CH3:4], predict the reactants needed to synthesize it. The reactants are: [C:1]([O:5][C:6]([C@@H:8]([C@@H:12]([C:16]1[CH:21]=[CH:20][C:19]([C:22]([F:25])([F:24])[F:23])=[CH:18][CH:17]=1)/[CH:13]=[CH:14]/[CH3:15])[C:9]([OH:11])=[O:10])=[O:7])([CH3:4])([CH3:3])[CH3:2].CO.[Si](C=[N+]=[N-])(C)(C)[CH3:29].CCCCCC. (3) The reactants are: [C:1]([Cl:4])(Cl)=[O:2].[NH2:5][C:6]([CH:11]([CH2:14][CH3:15])[CH2:12][CH3:13])=[C:7]([C:9]#[N:10])C. Given the product [NH2:5]/[C:6](/[CH:11]([CH2:14][CH3:15])[CH2:12][CH3:13])=[C:7](/[C:9]#[N:10])\[C:1]([Cl:4])=[O:2], predict the reactants needed to synthesize it.